From a dataset of Forward reaction prediction with 1.9M reactions from USPTO patents (1976-2016). Predict the product of the given reaction. (1) Given the reactants [H-].[Na+].[F:3][C:4]1[CH:18]=[C:17]([CH2:19][OH:20])[CH:16]=[CH:15][C:5]=1[O:6][C:7]1[CH:8]=[N:9][CH:10]=[C:11]([CH:14]=1)[C:12]#[N:13].Cl[C:22]1[CH:23]=[C:24]2[N:31]([CH3:32])[CH2:30][CH2:29][N:25]2[C:26](=[O:28])[N:27]=1, predict the reaction product. The product is: [F:3][C:4]1[CH:18]=[C:17]([CH2:19][O:20][C:22]2[CH:23]=[C:24]3[N:31]([CH3:32])[CH2:30][CH2:29][N:25]3[C:26](=[O:28])[N:27]=2)[CH:16]=[CH:15][C:5]=1[O:6][C:7]1[CH:8]=[N:9][CH:10]=[C:11]([CH:14]=1)[C:12]#[N:13]. (2) Given the reactants [F:1][C:2]([F:28])([F:27])[CH2:3][O:4][C:5]1C(C(O)=O)=C(C(O)=O)[C:12]([O:21][CH2:22][C:23]([F:26])([F:25])[F:24])=[C:11]2[C:6]=1[CH:7]=[CH:8][CH:9]=[N:10]2.[C:29]([O:32][C:33](=[O:35])[CH3:34])(=[O:31])[CH3:30], predict the reaction product. The product is: [F:28][C:2]([F:1])([F:27])[CH2:3][O:4][C:5]1[C:30]2[C:29](=[O:31])[O:32][C:33](=[O:35])[C:34]=2[C:12]([O:21][CH2:22][C:23]([F:25])([F:26])[F:24])=[C:11]2[C:6]=1[CH:7]=[CH:8][CH:9]=[N:10]2. (3) Given the reactants [CH2:1]([N:3]([CH2:37][CH3:38])[CH2:4][CH2:5][CH2:6][NH:7][C:8]1[N:9]=[C:10]([C:27]2[CH:28]=[C:29]([CH:33]=[CH:34][C:35]=2[CH3:36])[C:30](O)=[O:31])[C:11]2[CH:17]=[CH:16][C:15](=[O:18])[N:14]([C:19]3[C:24]([F:25])=[CH:23][CH:22]=[CH:21][C:20]=3[F:26])[C:12]=2[N:13]=1)[CH3:2].CN(C(ON1N=NC2C=CC=CC1=2)=[N+](C)C)C.F[P-](F)(F)(F)(F)F.C(N(CC)CC)C.Cl.[CH2:71]([S:73][CH2:74][CH2:75][NH2:76])[CH3:72], predict the reaction product. The product is: [CH2:37]([N:3]([CH2:1][CH3:2])[CH2:4][CH2:5][CH2:6][NH:7][C:8]1[N:9]=[C:10]([C:27]2[CH:28]=[C:29]([CH:33]=[CH:34][C:35]=2[CH3:36])[C:30]([NH:76][CH2:75][CH2:74][S:73][CH2:71][CH3:72])=[O:31])[C:11]2[CH:17]=[CH:16][C:15](=[O:18])[N:14]([C:19]3[C:20]([F:26])=[CH:21][CH:22]=[CH:23][C:24]=3[F:25])[C:12]=2[N:13]=1)[CH3:38]. (4) Given the reactants [OH-:1].[Na+].C([C:5]1[CH:31]=[C:30]([F:32])[C:8]([CH2:9][NH:10][C:11]2[CH:16]=[CH:15][N:14]=[C:13]([NH:17][C:18]3[CH:19]=[N:20][N:21]([CH2:23]C(NC(C)C)=O)[CH:22]=3)[N:12]=2)=[C:7]([F:33])[CH:6]=1)#N.Cl.C1[CH2:39][O:38]CC1.CO, predict the reaction product. The product is: [F:32][C:30]1[CH:31]=[C:5]([CH:6]=[C:7]([F:33])[C:8]=1[CH2:9][NH:10][C:11]1[CH:16]=[CH:15][N:14]=[C:13]([NH:17][C:18]2[CH:19]=[N:20][N:21]([CH3:23])[CH:22]=2)[N:12]=1)[C:39]([OH:38])=[O:1]. (5) Given the reactants C([O:8][C:9](=O)[C:10]1[CH:15]=[CH:14][C:13]([C:16]([CH3:19])([CH3:18])[CH3:17])=[CH:12][C:11]=1[O:20][CH2:21][C:22]1[CH:27]=[CH:26][CH:25]=[CH:24][CH:23]=1)C1C=CC=CC=1.[H-].[H-].[H-].[H-].[Li+].[Al+3].C(OCC)(=O)C.OS(O)(=O)=O, predict the reaction product. The product is: [CH2:21]([O:20][C:11]1[CH:12]=[C:13]([C:16]([CH3:19])([CH3:18])[CH3:17])[CH:14]=[CH:15][C:10]=1[CH2:9][OH:8])[C:22]1[CH:23]=[CH:24][CH:25]=[CH:26][CH:27]=1. (6) Given the reactants [Cl:1][C:2]1[N:7]=[C:6]([NH:8][C:9](=[O:20])[C:10]2[CH:15]=[CH:14][C:13](F)=[C:12]([N+:17]([O-:19])=[O:18])[CH:11]=2)[CH:5]=[CH:4][CH:3]=1.[CH3:21][NH2:22], predict the reaction product. The product is: [Cl:1][C:2]1[N:7]=[C:6]([NH:8][C:9](=[O:20])[C:10]2[CH:15]=[CH:14][C:13]([NH:22][CH3:21])=[C:12]([N+:17]([O-:19])=[O:18])[CH:11]=2)[CH:5]=[CH:4][CH:3]=1. (7) The product is: [Cl:1][C:2]1[CH:3]=[CH:4][C:5]([C:8](=[O:12])[CH2:9][C:10]([NH2:11])=[O:14])=[CH:6][CH:7]=1. Given the reactants [Cl:1][C:2]1[CH:7]=[CH:6][C:5]([C:8](=[O:12])[CH2:9][C:10]#[N:11])=[CH:4][CH:3]=1.S(=O)(=O)(O)[OH:14], predict the reaction product. (8) Given the reactants [N:1]([C:4]1[CH:9]=[CH:8][C:7]([O:10][CH3:11])=[CH:6][CH:5]=1)=[N+:2]=[N-:3].[F:12][C:13]1[CH:18]=[C:17]([C:19]([F:22])([F:21])[F:20])[CH:16]=[CH:15][C:14]=1[CH2:23][C:24]#[N:25].C[O-].[Na+], predict the reaction product. The product is: [F:12][C:13]1[CH:18]=[C:17]([C:19]([F:21])([F:22])[F:20])[CH:16]=[CH:15][C:14]=1[C:23]1[N:3]=[N:2][N:1]([C:4]2[CH:5]=[CH:6][C:7]([O:10][CH3:11])=[CH:8][CH:9]=2)[C:24]=1[NH2:25].